From a dataset of Full USPTO retrosynthesis dataset with 1.9M reactions from patents (1976-2016). Predict the reactants needed to synthesize the given product. (1) Given the product [Cl:1][C:2]1[CH:3]=[CH:4][C:5]([C@:8]([C:16]2[CH:21]=[C:20]([C:22]([F:25])([F:23])[F:24])[CH:19]=[C:18]([F:26])[CH:17]=2)([NH2:27])[CH2:9][C:10]2[CH:11]=[CH:12][CH:13]=[CH:14][CH:15]=2)=[N:6][CH:7]=1, predict the reactants needed to synthesize it. The reactants are: [Cl:1][C:2]1[CH:3]=[CH:4][C:5]([C@@:8]([NH:27][S@@](C(C)(C)C)=O)([C:16]2[CH:21]=[C:20]([C:22]([F:25])([F:24])[F:23])[CH:19]=[C:18]([F:26])[CH:17]=2)[CH2:9][C:10]2[CH:15]=[CH:14][CH:13]=[CH:12][CH:11]=2)=[N:6][CH:7]=1.Cl. (2) Given the product [CH3:9][NH:8][C:6]([C:5]1[CH:10]=[CH:11][C:2]([NH:13][C:14]2([C:17]([OH:19])=[O:18])[CH2:16][CH2:15]2)=[CH:3][C:4]=1[F:12])=[O:7], predict the reactants needed to synthesize it. The reactants are: Br[C:2]1[CH:11]=[CH:10][C:5]([C:6]([NH:8][CH3:9])=[O:7])=[C:4]([F:12])[CH:3]=1.[NH2:13][C:14]1([C:17]([OH:19])=[O:18])[CH2:16][CH2:15]1.C([O-])([O-])=O.[K+].[K+].C(C1CCCCC1=O)(=O)C. (3) Given the product [CH3:26][O:25][C:23](=[O:24])[CH2:22][C:18]1[CH:17]=[C:16]2[C:21](=[CH:20][CH:19]=1)[N+:12]([O-:9])=[CH:13][CH:14]=[CH:15]2, predict the reactants needed to synthesize it. The reactants are: C1C=C(Cl)C=C(C(OO)=[O:9])C=1.[N:12]1[C:21]2[C:16](=[CH:17][C:18]([CH2:22][C:23]([O:25][CH3:26])=[O:24])=[CH:19][CH:20]=2)[CH:15]=[CH:14][CH:13]=1.C([O-])([O-])=O.[K+].[K+]. (4) Given the product [Br:12][C:13]1[N:14]=[C:15]([CH3:20])[NH:16][C:17]=1[C:18]([OH:5])=[O:19], predict the reactants needed to synthesize it. The reactants are: Cl([O-])=O.[Na+].[OH2:5].P([O-])(O)(O)=O.[Na+].[Br:12][C:13]1[N:14]=[C:15]([CH3:20])[NH:16][C:17]=1[CH:18]=[O:19].CC(=CC)C. (5) Given the product [CH2:1]([O:3][C:4]([C:6]1[C:12]2[NH:13][C:14]3[CH:15]=[CH:16][CH:17]=[CH:18][C:19]=3[C:11]=2[CH2:10][CH2:9][N:8]([C:34](=[O:35])[NH:33][C:30]2[CH:29]=[CH:28][C:27]([C:20]([O:22][CH2:23][CH2:24][CH2:25][CH3:26])=[O:21])=[CH:32][CH:31]=2)[CH:7]=1)=[O:5])[CH3:2], predict the reactants needed to synthesize it. The reactants are: [CH2:1]([O:3][C:4]([C:6]1[C:12]2[NH:13][C:14]3[CH:15]=[CH:16][CH:17]=[CH:18][C:19]=3[C:11]=2[CH2:10][CH2:9][NH:8][CH:7]=1)=[O:5])[CH3:2].[C:20]([C:27]1[CH:32]=[CH:31][C:30]([N:33]=[C:34]=[O:35])=[CH:29][CH:28]=1)([O:22][CH2:23][CH2:24][CH2:25][CH3:26])=[O:21]. (6) Given the product [F:30][C:24]1[CH:25]=[CH:26][CH:27]=[C:28]([F:29])[C:23]=1[NH:22][C:20](=[O:21])[C:19]1[CH:31]=[CH:32][CH:33]=[C:17]([C:9]2[N:10]=[C:11]3[CH:16]=[CH:15][CH:14]=[CH:13][N:12]3[C:8]=2[C:6]2[CH:5]=[CH:4][N:3]=[C:2]([NH:60][C:37]3[CH:38]=[CH:39][C:40]([C@H:42]4[CH2:43][CH2:44][C@H:45]([N:48]5[CH2:49][CH2:50][N:51]([CH2:54][CH2:55][S:56]([CH3:59])(=[O:58])=[O:57])[CH2:52][CH2:53]5)[CH2:46][CH2:47]4)=[CH:41][C:36]=3[O:35][CH3:34])[N:7]=2)[CH:18]=1, predict the reactants needed to synthesize it. The reactants are: Cl[C:2]1[N:7]=[C:6]([C:8]2[N:12]3[CH:13]=[CH:14][CH:15]=[CH:16][C:11]3=[N:10][C:9]=2[C:17]2[CH:18]=[C:19]([CH:31]=[CH:32][CH:33]=2)[C:20]([NH:22][C:23]2[C:28]([F:29])=[CH:27][CH:26]=[CH:25][C:24]=2[F:30])=[O:21])[CH:5]=[CH:4][N:3]=1.[CH3:34][O:35][C:36]1[CH:41]=[C:40]([C@H:42]2[CH2:47][CH2:46][C@H:45]([N:48]3[CH2:53][CH2:52][N:51]([CH2:54][CH2:55][S:56]([CH3:59])(=[O:58])=[O:57])[CH2:50][CH2:49]3)[CH2:44][CH2:43]2)[CH:39]=[CH:38][C:37]=1[NH2:60].Cl.O1CCOCC1.C[O-].[Na+]. (7) The reactants are: [CH2:1]([O:3][C:4]([C:6]1[C:10]2[N:11]=[CH:12][N:13]=[C:14](Cl)[C:9]=2[NH:8][CH:7]=1)=[O:5])[CH3:2].[CH:16]1([CH2:19][O:20][C:21]2[CH:26]=[C:25]([O:27][CH3:28])[C:24]([F:29])=[CH:23][C:22]=2B2OC(C)(C)C(C)(C)O2)[CH2:18][CH2:17]1. Given the product [CH2:1]([O:3][C:4]([C:6]1[C:10]2[N:11]=[CH:12][N:13]=[C:14]([C:22]3[CH:23]=[C:24]([F:29])[C:25]([O:27][CH3:28])=[CH:26][C:21]=3[O:20][CH2:19][CH:16]3[CH2:18][CH2:17]3)[C:9]=2[NH:8][CH:7]=1)=[O:5])[CH3:2], predict the reactants needed to synthesize it. (8) Given the product [Cl:1][C:2]1[CH:3]=[CH:4][CH:5]=[C:6]2[C:10]=1[N:9]([CH2:11][CH:12]1[CH2:17][CH2:16][CH2:15][CH2:14][CH2:13]1)[CH:8]=[C:7]2[C:18]1[S:20][CH:25]=[C:23]([CH2:22][Cl:21])[N:19]=1, predict the reactants needed to synthesize it. The reactants are: [Cl:1][C:2]1[CH:3]=[CH:4][CH:5]=[C:6]2[C:10]=1[N:9]([CH2:11][CH:12]1[CH2:17][CH2:16][CH2:15][CH2:14][CH2:13]1)[CH:8]=[C:7]2[C:18](=[S:20])[NH2:19].[Cl:21][CH2:22][C:23]([CH2:25]Cl)=O.